Dataset: Forward reaction prediction with 1.9M reactions from USPTO patents (1976-2016). Task: Predict the product of the given reaction. (1) Given the reactants C([O-])=O.[NH4+].C([O:12][C:13]1[C:18]([CH3:19])=[CH:17][C:16]([C:20]2[NH:29][C:28](=[O:30])[C:27]3[C:22](=[CH:23][C:24]([O:32][CH3:33])=[CH:25][C:26]=3[OH:31])[N:21]=2)=[CH:15][C:14]=1[CH3:34])C1C=CC=CC=1, predict the reaction product. The product is: [OH:31][C:26]1[CH:25]=[C:24]([O:32][CH3:33])[CH:23]=[C:22]2[C:27]=1[C:28](=[O:30])[NH:29][C:20]([C:16]1[CH:17]=[C:18]([CH3:19])[C:13]([OH:12])=[C:14]([CH3:34])[CH:15]=1)=[N:21]2. (2) Given the reactants [Cl:1][C:2]1[CH:3]=[C:4]([CH2:9][C:10]#[N:11])[CH:5]=[C:6]([Cl:8])[CH:7]=1.[H-].[Na+].Br[CH2:15][CH2:16][CH2:17][CH2:18][CH2:19]Br.O, predict the reaction product. The product is: [Cl:1][C:2]1[CH:3]=[C:4]([C:9]2([C:10]#[N:11])[CH2:19][CH2:18][CH2:17][CH2:16][CH2:15]2)[CH:5]=[C:6]([Cl:8])[CH:7]=1.